This data is from Full USPTO retrosynthesis dataset with 1.9M reactions from patents (1976-2016). The task is: Predict the reactants needed to synthesize the given product. (1) Given the product [C:34]([Si:38]([CH3:50])([CH3:49])[O:39][C:40]1[CH:41]=[CH:42][C:43]([CH2:46][C:47]#[C:48][C:2]2[CH:3]=[C:4]3[C:9](=[CH:10][CH:11]=2)[N:8]([CH3:12])[C:7](=[O:13])[N:6]([CH2:14][C:15]2[CH:16]=[CH:17][C:18]([C:19]([OH:21])=[O:20])=[CH:22][CH:23]=2)[C:5]3=[O:24])=[CH:44][CH:45]=1)([CH3:37])([CH3:36])[CH3:35], predict the reactants needed to synthesize it. The reactants are: I[C:2]1[CH:3]=[C:4]2[C:9](=[CH:10][CH:11]=1)[N:8]([CH3:12])[C:7](=[O:13])[N:6]([CH2:14][C:15]1[CH:23]=[CH:22][C:18]([C:19]([OH:21])=[O:20])=[CH:17][CH:16]=1)[C:5]2=[O:24].C(N(C(C)C)CC)(C)C.[C:34]([Si:38]([CH3:50])([CH3:49])[O:39][C:40]1[CH:45]=[CH:44][C:43]([CH2:46][C:47]#[CH:48])=[CH:42][CH:41]=1)([CH3:37])([CH3:36])[CH3:35].O. (2) Given the product [CH2:13]([C:16]([CH2:3][N:4]1[CH:8]=[N:7][C:6]([C:9]([CH3:12])([CH3:11])[CH3:10])=[N:5]1)([C:19]#[N:20])[C:17]#[N:18])[CH:14]=[CH2:15], predict the reactants needed to synthesize it. The reactants are: Cl.Cl[CH2:3][N:4]1[CH:8]=[N:7][C:6]([C:9]([CH3:12])([CH3:11])[CH3:10])=[N:5]1.[CH2:13]([CH:16]([C:19]#[N:20])[C:17]#[N:18])[CH:14]=[CH2:15].C(=O)([O-])[O-].[K+].[K+].O.